From a dataset of Forward reaction prediction with 1.9M reactions from USPTO patents (1976-2016). Predict the product of the given reaction. (1) Given the reactants Cl[C:2]1[CH:11]=[C:10]([Cl:12])[C:9]2[C:4](=[CH:5][C:6]([O:13][CH3:14])=[CH:7][CH:8]=2)[N:3]=1.[NH:15]1[CH2:20][CH2:19][O:18][CH2:17][CH2:16]1.CCN(C(C)C)C(C)C, predict the reaction product. The product is: [Cl:12][C:10]1[C:9]2[C:4](=[CH:5][C:6]([O:13][CH3:14])=[CH:7][CH:8]=2)[N:3]=[C:2]([N:15]2[CH2:20][CH2:19][O:18][CH2:17][CH2:16]2)[CH:11]=1. (2) Given the reactants [Cl:1][C:2]1[CH:3]=[C:4]([C:8]2[N:9]=[C:10]([NH:16][C:17]3[CH:22]=[C:21]([CH2:23][CH:24]=O)[CH:20]=[CH:19][C:18]=3[N+:26]([O-:28])=[O:27])[S:11][C:12]=2[C:13]([NH2:15])=[O:14])[CH:5]=[CH:6][CH:7]=1.[CH3:29][N:30]1[CH2:35][CH2:34][NH:33][CH2:32][CH2:31]1.C(O[BH-](OC(=O)C)OC(=O)C)(=O)C.[Na+].Cl, predict the reaction product. The product is: [Cl:1][C:2]1[CH:3]=[C:4]([C:8]2[N:9]=[C:10]([NH:16][C:17]3[CH:22]=[C:21]([CH2:23][CH2:24][N:33]4[CH2:34][CH2:35][N:30]([CH3:29])[CH2:31][CH2:32]4)[CH:20]=[CH:19][C:18]=3[N+:26]([O-:28])=[O:27])[S:11][C:12]=2[C:13]([NH2:15])=[O:14])[CH:5]=[CH:6][CH:7]=1. (3) Given the reactants CO[C:3]([C:5]1[C:6]([OH:29])=[C:7]2[C:12](=[CH:13][N:14]=1)[N:11]([CH2:15][C:16]1[CH:21]=[CH:20][CH:19]=[CH:18][CH:17]=1)[C:10](=[O:22])[C:9]([C:23]1[CH:28]=[CH:27][CH:26]=[CH:25][CH:24]=1)=[CH:8]2)=[O:4].[NH2:30][C@H:31]([CH3:36])[CH2:32][C:33]([OH:35])=[O:34].C[O-].[Na+], predict the reaction product. The product is: [CH2:15]([N:11]1[C:12]2[C:7](=[C:6]([OH:29])[C:5]([C:3]([NH:30][C@H:31]([CH3:36])[CH2:32][C:33]([OH:35])=[O:34])=[O:4])=[N:14][CH:13]=2)[CH:8]=[C:9]([C:23]2[CH:24]=[CH:25][CH:26]=[CH:27][CH:28]=2)[C:10]1=[O:22])[C:16]1[CH:21]=[CH:20][CH:19]=[CH:18][CH:17]=1. (4) Given the reactants [I:1]I.[OH-].[K+].[N+:5]([C:8]1[CH:16]=[C:15]2[C:11]([CH:12]=[N:13][NH:14]2)=[CH:10][CH:9]=1)([O-:7])=[O:6].OS([O-])=O.[Na+], predict the reaction product. The product is: [I:1][C:12]1[C:11]2[C:15](=[CH:16][C:8]([N+:5]([O-:7])=[O:6])=[CH:9][CH:10]=2)[NH:14][N:13]=1. (5) Given the reactants O.[NH2:2][NH2:3].C[O:5][C:6](=O)[C:7]([NH:9][C:10]1[CH:27]=[CH:26][C:13]([O:14][C@H:15]2[CH2:20][CH2:19][C@H:18]([C:21]([O:23][CH2:24][CH3:25])=[O:22])[CH2:17][CH2:16]2)=[CH:12][CH:11]=1)=[O:8].CCOCC, predict the reaction product. The product is: [NH:2]([C:6](=[O:5])[C:7]([NH:9][C:10]1[CH:27]=[CH:26][C:13]([O:14][C@H:15]2[CH2:20][CH2:19][C@H:18]([C:21]([O:23][CH2:24][CH3:25])=[O:22])[CH2:17][CH2:16]2)=[CH:12][CH:11]=1)=[O:8])[NH2:3]. (6) Given the reactants B1(C)[O:8]C(C2C=CC=CC=2)(C2C=CC=CC=2)[C@@H]2N1CCC2.[CH2:22]([O:24][C:25](=[O:47])[CH2:26][CH2:27][C:28]1[CH:33]=[CH:32][C:31]([O:34][C:35]2[CH:40]=[C:39]([CH3:41])[CH:38]=[C:37]([CH:42](N)[CH3:43])[CH:36]=2)=[CH:30][C:29]=1[CH2:45][CH3:46])[CH3:23], predict the reaction product. The product is: [CH2:22]([O:24][C:25](=[O:47])[CH2:26][CH2:27][C:28]1[CH:33]=[CH:32][C:31]([O:34][C:35]2[CH:40]=[C:39]([CH3:41])[CH:38]=[C:37]([CH:42]([OH:8])[CH3:43])[CH:36]=2)=[CH:30][C:29]=1[CH2:45][CH3:46])[CH3:23].